Dataset: Reaction yield outcomes from USPTO patents with 853,638 reactions. Task: Predict the reaction yield, written as a fraction of the theoretical maximum amount of product (1.0 means a 100% yield; for example, 0.34 means a 34% yield). (1) The yield is 0.910. The product is [CH3:13][O:14][C:15]1[C:16]([CH3:44])=[C:17]([C:35]([O:42][CH3:43])=[C:36]([O:40][CH3:41])[C:37]=1[O:38][CH3:39])[CH2:18][C:19]1[C:24]([C:25]([OH:11])=[O:26])=[C:23]([O:27][CH2:28][C:29]2[CH:34]=[CH:33][CH:32]=[CH:31][CH:30]=2)[CH:22]=[CH:21][CH:20]=1. The reactants are P([O-])(O)(O)=O.[Na+].Cl([O-])=O.[Na+].[OH:11]O.[CH3:13][O:14][C:15]1[C:16]([CH3:44])=[C:17]([C:35]([O:42][CH3:43])=[C:36]([O:40][CH3:41])[C:37]=1[O:38][CH3:39])[CH2:18][C:19]1[C:24]([CH:25]=[O:26])=[C:23]([O:27][CH2:28][C:29]2[CH:34]=[CH:33][CH:32]=[CH:31][CH:30]=2)[CH:22]=[CH:21][CH:20]=1. The catalyst is O.C(#N)C. (2) The reactants are [CH2:1]([N:3]1[C:11]2[C:6](=[CH:7][CH:8]=[CH:9][CH:10]=2)[C:5]([C:12]2[CH:13]=[C:14]([NH2:17])[NH:15][N:16]=2)=[CH:4]1)[CH3:2].[N:18]1([CH2:23][CH2:24][CH2:25][C:26](O)=[O:27])[CH2:22][CH2:21][CH2:20][CH2:19]1.C([O-])=O. No catalyst specified. The product is [CH2:1]([N:3]1[C:11]2[C:6](=[CH:7][CH:8]=[CH:9][CH:10]=2)[C:5]([C:12]2[CH:13]=[C:14]([NH:17][C:26](=[O:27])[CH2:25][CH2:24][CH2:23][N:18]3[CH2:22][CH2:21][CH2:20][CH2:19]3)[NH:15][N:16]=2)=[CH:4]1)[CH3:2]. The yield is 0.420. (3) The yield is 0.490. The catalyst is C(Cl)Cl. The product is [Cl:1][C:2]1[CH:8]=[C:7]([O:9][C:10]2[C:19]3[C:14](=[CH:15][C:16]([O:22][CH3:23])=[C:17]([O:20][CH3:21])[CH:18]=3)[N:13]=[CH:12][N:11]=2)[CH:6]=[CH:5][C:3]=1[NH:4][C:42](=[O:48])[O:41][CH2:39][CH2:59][CH2:58][S:57][C:54]1[CH:55]=[CH:56][C:51]([CH3:50])=[CH:52][CH:53]=1. The reactants are [Cl:1][C:2]1[CH:8]=[C:7]([O:9][C:10]2[C:19]3[C:14](=[CH:15][C:16]([O:22][CH3:23])=[C:17]([O:20][CH3:21])[CH:18]=3)[N:13]=[CH:12][N:11]=2)[CH:6]=[CH:5][C:3]=1[NH2:4].C1(C)C=CC=CC=1.C(N(CC)CC)C.Cl[C:39](Cl)([O:41][C:42](=[O:48])OC(Cl)(Cl)Cl)Cl.[CH3:50][C:51]1[CH:56]=[CH:55][C:54]([S:57][CH2:58][CH2:59]CO)=[CH:53][CH:52]=1. (4) The reactants are [CH3:1][S:2]([C:5]1[CH:6]=[CH:7][C:8]([N:14]2[CH2:19][CH2:18][O:17][CH2:16][CH2:15]2)=[C:9]([CH:13]=1)[C:10]([OH:12])=O)(=[O:4])=[O:3].[C:20]([C:24]1[CH:29]=[CH:28][C:27]([N:30]2[CH2:35][CH2:34][NH:33][CH2:32][CH2:31]2)=[CH:26][CH:25]=1)([CH3:23])([CH3:22])[CH3:21]. The catalyst is CS(C)=O. The product is [C:20]([C:24]1[CH:25]=[CH:26][C:27]([N:30]2[CH2:35][CH2:34][N:33]([C:10]([C:9]3[CH:13]=[C:5]([S:2]([CH3:1])(=[O:3])=[O:4])[CH:6]=[CH:7][C:8]=3[N:14]3[CH2:19][CH2:18][O:17][CH2:16][CH2:15]3)=[O:12])[CH2:32][CH2:31]2)=[CH:28][CH:29]=1)([CH3:23])([CH3:21])[CH3:22]. The yield is 0.200.